This data is from Reaction yield outcomes from USPTO patents with 853,638 reactions. The task is: Predict the reaction yield, written as a fraction of the theoretical maximum amount of product (1.0 means a 100% yield; for example, 0.34 means a 34% yield). The reactants are Br[C:2]1[CH:15]=[CH:14][C:5]([O:6][Si:7]([C:10]([CH3:13])([CH3:12])[CH3:11])([CH3:9])[CH3:8])=[CH:4][CH:3]=1.[CH2:16]([NH:20][CH3:21])[CH:17]([CH3:19])[CH3:18].C(P(C(C)(C)C)C1C=CC=CC=1C1C=CC=CC=1)(C)(C)C.CC(C)([O-])C.[Na+]. The catalyst is C1(C)C=CC=CC=1.C([O-])(=O)C.[Pd+2].C([O-])(=O)C. The product is [CH2:16]([N:20]([CH3:21])[C:2]1[CH:15]=[CH:14][C:5]([O:6][Si:7]([C:10]([CH3:13])([CH3:12])[CH3:11])([CH3:9])[CH3:8])=[CH:4][CH:3]=1)[CH:17]([CH3:19])[CH3:18]. The yield is 0.640.